From a dataset of Catalyst prediction with 721,799 reactions and 888 catalyst types from USPTO. Predict which catalyst facilitates the given reaction. (1) Reactant: [NH2:1][C:2]1[CH:3]=[N:4][C:5]2[C:10]([C:11]=1[Cl:12])=[CH:9][CH:8]=[CH:7][CH:6]=2.[CH3:13][C:14]([CH3:19])([CH3:18])[C:15](Cl)=[O:16].ClC(Cl)C. Product: [Cl:12][C:11]1[C:10]2[C:5](=[CH:6][CH:7]=[CH:8][CH:9]=2)[N:4]=[CH:3][C:2]=1[NH:1][C:15](=[O:16])[C:14]([CH3:19])([CH3:18])[CH3:13]. The catalyst class is: 4. (2) Reactant: [CH3:1][O:2][C:3]([CH2:5][C:6]1[CH:7]=[C:8]([CH:10]=[CH:11][CH:12]=1)[NH2:9])=[O:4].Cl.Cl[CH2:15][CH2:16][NH:17][CH2:18][CH2:19]Cl. Product: [CH3:1][O:2][C:3]([CH2:5][C:6]1[CH:7]=[C:8]([N:9]2[CH2:19][CH2:18][NH:17][CH2:16][CH2:15]2)[CH:10]=[CH:11][CH:12]=1)=[O:4]. The catalyst class is: 51. (3) Reactant: [CH:1]1([NH:4][C:5]([NH:7][C:8]2[CH:13]=[CH:12][C:11]([O:14][C:15]3[CH:20]=[CH:19][N:18]=[C:17]4[CH:21]=[C:22]([C:24]5[CH:29]=[CH:28][C:27]([CH2:30][N:31]6[CH2:36][CH2:35][NH:34][CH2:33][CH2:32]6)=[CH:26][N:25]=5)[S:23][C:16]=34)=[C:10]([F:37])[CH:9]=2)=[O:6])[CH2:3][CH2:2]1.C(N(CC)CC)C.[CH3:45][O:46][CH2:47][C:48](Cl)=[O:49]. Product: [CH:1]1([NH:4][C:5]([NH:7][C:8]2[CH:13]=[CH:12][C:11]([O:14][C:15]3[CH:20]=[CH:19][N:18]=[C:17]4[CH:21]=[C:22]([C:24]5[CH:29]=[CH:28][C:27]([CH2:30][N:31]6[CH2:32][CH2:33][N:34]([C:48](=[O:49])[CH2:47][O:46][CH3:45])[CH2:35][CH2:36]6)=[CH:26][N:25]=5)[S:23][C:16]=34)=[C:10]([F:37])[CH:9]=2)=[O:6])[CH2:3][CH2:2]1. The catalyst class is: 2. (4) Reactant: [F:1][C:2]1[CH:7]=[CH:6][CH:5]=[C:4]([F:8])[C:3]=1[NH:9][C:10]([C@@H:12]1[CH2:21][C:20]2[C:15](=[CH:16][CH:17]=[CH:18][CH:19]=2)[CH2:14][N:13]1C(OC(C)(C)C)=O)=[O:11].[C:29]([OH:35])([C:31]([F:34])([F:33])[F:32])=[O:30]. Product: [F:32][C:31]([F:34])([F:33])[C:29]([OH:35])=[O:30].[F:1][C:2]1[CH:7]=[CH:6][CH:5]=[C:4]([F:8])[C:3]=1[NH:9][C:10]([C@@H:12]1[CH2:21][C:20]2[C:15](=[CH:16][CH:17]=[CH:18][CH:19]=2)[CH2:14][NH:13]1)=[O:11]. The catalyst class is: 2. (5) Reactant: Cl.[Br:2][C:3]1[CH:8]=[CH:7][C:6]([C@@H:9]2[O:14][CH2:13][CH2:12][NH:11][CH2:10]2)=[CH:5][CH:4]=1.C(N(CC)CC)C.[C:22](O[C:22]([O:24][C:25]([CH3:28])([CH3:27])[CH3:26])=[O:23])([O:24][C:25]([CH3:28])([CH3:27])[CH3:26])=[O:23]. Product: [Br:2][C:3]1[CH:4]=[CH:5][C:6]([C@@H:9]2[O:14][CH2:13][CH2:12][N:11]([C:22]([O:24][C:25]([CH3:28])([CH3:27])[CH3:26])=[O:23])[CH2:10]2)=[CH:7][CH:8]=1. The catalyst class is: 7. (6) Reactant: [NH2:1][C@@H:2]1[C:11]2[C:6](=[CH:7][CH:8]=[CH:9][CH:10]=2)[C@H:5]([OH:12])[CH2:4][CH2:3]1.[H-].[Na+].F[C:16]1[CH:17]=[CH:18][C:19]2[N:20]([C:22]([CH2:25][N:26]3[CH2:31][CH2:30][N:29]([CH3:32])[CH2:28][CH2:27]3)=[N:23][N:24]=2)[CH:21]=1. Product: [CH3:32][N:29]1[CH2:28][CH2:27][N:26]([CH2:25][C:22]2[N:20]3[CH:21]=[C:16]([O:12][C@H:5]4[C:6]5[C:11](=[CH:10][CH:9]=[CH:8][CH:7]=5)[C@@H:2]([NH2:1])[CH2:3][CH2:4]4)[CH:17]=[CH:18][C:19]3=[N:24][N:23]=2)[CH2:31][CH2:30]1. The catalyst class is: 3. (7) Reactant: [Br:1][C:2]1[C:6]([N+:7]([O-:9])=[O:8])=[C:5]([Br:10])[NH:4][N:3]=1.[H-].[Na+].Br[CH2:14][CH2:15][CH2:16][OH:17]. Product: [Br:1][C:2]1[C:6]([N+:7]([O-:9])=[O:8])=[C:5]([Br:10])[N:4]([CH2:14][CH2:15][CH2:16][OH:17])[N:3]=1. The catalyst class is: 3. (8) Reactant: [CH3:1][C:2]1[CH:3]=[C:4]([NH:9][C:10](=[O:14])[CH2:11][CH2:12][CH3:13])[CH:5]=[CH:6][C:7]=1[CH3:8].[CH:15]1[CH:20]=[C:19]2[C:21]([C:23](O)([OH:26])[C:24](=[O:25])[C:18]2=[CH:17][CH:16]=1)=[O:22]. Product: [OH:26][C:23]1([C:5]2[CH:6]=[C:7]([CH3:8])[C:2]([CH3:1])=[CH:3][C:4]=2[NH:9][C:10](=[O:14])[CH2:11][CH2:12][CH3:13])[C:24](=[O:25])[C:18]2[C:19](=[CH:20][CH:15]=[CH:16][CH:17]=2)[C:21]1=[O:22]. The catalyst class is: 65.